Dataset: Peptide-MHC class I binding affinity with 185,985 pairs from IEDB/IMGT. Task: Regression. Given a peptide amino acid sequence and an MHC pseudo amino acid sequence, predict their binding affinity value. This is MHC class I binding data. (1) The MHC is HLA-A02:06 with pseudo-sequence HLA-A02:06. The peptide sequence is KLLIVLTCI. The binding affinity (normalized) is 0.436. (2) The peptide sequence is KTWLVHKQW. The MHC is HLA-B58:01 with pseudo-sequence HLA-B58:01. The binding affinity (normalized) is 0.941. (3) The peptide sequence is AFMATNKAY. The MHC is HLA-B46:01 with pseudo-sequence HLA-B46:01. The binding affinity (normalized) is 0.0847. (4) The MHC is HLA-B15:03 with pseudo-sequence HLA-B15:03. The binding affinity (normalized) is 1.00. The peptide sequence is SMWYIPNVF. (5) The MHC is Patr-A0301 with pseudo-sequence Patr-A0301. The peptide sequence is GLKFRQLLWF. The binding affinity (normalized) is 0.155. (6) The peptide sequence is QAGFFLLTR. The MHC is HLA-A68:01 with pseudo-sequence HLA-A68:01. The binding affinity (normalized) is 0.328. (7) The binding affinity (normalized) is 0. The peptide sequence is LRGKWQRRYR. The MHC is HLA-B40:01 with pseudo-sequence HLA-B40:01.